This data is from Catalyst prediction with 721,799 reactions and 888 catalyst types from USPTO. The task is: Predict which catalyst facilitates the given reaction. (1) Reactant: F[C:2]1[CH:7]=[C:6]([C:8]2[N:9]([CH3:22])[C:10]([S:20][CH3:21])=[N:11][C:12]=2[C:13]2[CH:18]=[CH:17][C:16]([F:19])=[CH:15][CH:14]=2)[CH:5]=[CH:4][N:3]=1.[NH2:23][C@H:24]1[CH2:29][CH2:28][C@H:27]([OH:30])[CH2:26][CH2:25]1. Product: [F:19][C:16]1[CH:17]=[CH:18][C:13]([C:12]2[N:11]=[C:10]([S:20][CH3:21])[N:9]([CH3:22])[C:8]=2[C:6]2[CH:5]=[CH:4][N:3]=[C:2]([NH:23][CH:24]3[CH2:29][CH2:28][CH:27]([OH:30])[CH2:26][CH2:25]3)[CH:7]=2)=[CH:14][CH:15]=1. The catalyst class is: 13. (2) Reactant: CO.C[O-].[Na+].[CH3:6][C:7]1[C:8]([C:31]([O:33]CC)=O)=[C:9]([NH:21][C:22]([NH:24][C:25]2[CH:30]=[CH:29][CH:28]=[CH:27][CH:26]=2)=[O:23])[S:10][C:11]=1[C:12]1[CH:17]=[CH:16][C:15]([N+:18]([O-:20])=[O:19])=[CH:14][CH:13]=1.[F:36][C:37]1[CH:44]=[CH:43][CH:42]=[C:41]([F:45])[C:38]=1[CH2:39]Br. Product: [F:36][C:37]1[CH:44]=[CH:43][CH:42]=[C:41]([F:45])[C:38]=1[CH2:39][N:21]1[C:9]2[S:10][C:11]([C:12]3[CH:13]=[CH:14][C:15]([N+:18]([O-:20])=[O:19])=[CH:16][CH:17]=3)=[C:7]([CH3:6])[C:8]=2[C:31](=[O:33])[N:24]([C:25]2[CH:30]=[CH:29][CH:28]=[CH:27][CH:26]=2)[C:22]1=[O:23]. The catalyst class is: 47. (3) Reactant: [F:1][C:2]([F:9])([F:8])/[CH:3]=[CH:4]/[C:5](O)=[O:6].C(N(C(C)C)CC)(C)C.CN(C(ON1N=NC2C=CC=CC1=2)=[N+](C)C)C.F[P-](F)(F)(F)(F)F.[CH3:43][NH:44][C:45]([C:47]1[C:48]([CH3:60])=[N:49][C:50]([CH3:59])=[CH:51][C:52]=1[N:53]1[CH2:58][CH2:57][NH:56][CH2:55][CH2:54]1)=[O:46]. Product: [CH3:43][NH:44][C:45]([C:47]1[C:48]([CH3:60])=[N:49][C:50]([CH3:59])=[CH:51][C:52]=1[N:53]1[CH2:58][CH2:57][N:56]([C:5](=[O:6])/[CH:4]=[CH:3]/[C:2]([F:9])([F:8])[F:1])[CH2:55][CH2:54]1)=[O:46]. The catalyst class is: 3. (4) Reactant: C[Si](Cl)(C)C.[CH3:6][O:7][C:8]1[CH:9]=[CH:10][C:11]([N+:31]([O-:33])=[O:32])=[C:12]([CH2:14][C:15]([NH:17][CH:18]2[CH2:23][CH2:22][N:21]([CH2:24][C:25]3[CH:30]=[CH:29][CH:28]=[CH:27][CH:26]=3)[CH2:20][CH2:19]2)=O)[CH:13]=1.[BH4-].[Li+].Cl. Product: [CH3:6][O:7][C:8]1[CH:9]=[CH:10][C:11]([N+:31]([O-:33])=[O:32])=[C:12]([CH2:14][CH2:15][NH:17][CH:18]2[CH2:19][CH2:20][N:21]([CH2:24][C:25]3[CH:26]=[CH:27][CH:28]=[CH:29][CH:30]=3)[CH2:22][CH2:23]2)[CH:13]=1. The catalyst class is: 30. (5) Reactant: [N+:1]([C:4]1[CH:9]=[CH:8][C:7]([C:10]2[N:18]3[C:13]([CH:14]=[CH:15][CH:16]=[CH:17]3)=[CH:12][C:11]=2[C:19]([F:22])([F:21])[F:20])=[CH:6][CH:5]=1)([O-])=O.CCOC(C)=O. Product: [F:22][C:19]([F:20])([F:21])[C:11]1[CH:12]=[C:13]2[N:18]([C:10]=1[C:7]1[CH:8]=[CH:9][C:4]([NH2:1])=[CH:5][CH:6]=1)[CH2:17][CH2:16][CH2:15][CH2:14]2. The catalyst class is: 19. (6) Reactant: [C:1]([O:5][C:6](=[O:25])[CH2:7][N:8]1[C:12]2[CH:13]=[CH:14][CH:15]=[CH:16][C:11]=2[N:10]([C:17]2[CH:22]=[C:21](Cl)[N:20]=[CH:19][N:18]=2)[C:9]1=[O:24])([CH3:4])([CH3:3])[CH3:2].C(N(CC)CC)C. Product: [O:24]=[C:9]1[N:8]([CH2:7][C:6]([O:5][C:1]([CH3:4])([CH3:3])[CH3:2])=[O:25])[C:12]2[CH:13]=[CH:14][CH:15]=[CH:16][C:11]=2[N:10]1[C:17]1[CH:22]=[CH:21][N:20]=[CH:19][N:18]=1. The catalyst class is: 50. (7) Reactant: [Cl:1][C:2]1[CH:3]=[C:4]([CH:21]=[C:22]([C:24]#[CH:25])[CH:23]=1)[CH2:5][O:6][C:7]1[CH:12]=[CH:11][CH:10]=[CH:9][C:8]=1[CH2:13][C:14]([O:16][C:17]([CH3:20])([CH3:19])[CH3:18])=[O:15].I[C:27]1[CH:31]=[CH:30][N:29]([CH3:32])[N:28]=1.C(N(C(C)C)CC)(C)C. Product: [Cl:1][C:2]1[CH:3]=[C:4]([CH:21]=[C:22]([C:24]#[C:25][C:27]2[CH:31]=[CH:30][N:29]([CH3:32])[N:28]=2)[CH:23]=1)[CH2:5][O:6][C:7]1[CH:12]=[CH:11][CH:10]=[CH:9][C:8]=1[CH2:13][C:14]([O:16][C:17]([CH3:18])([CH3:19])[CH3:20])=[O:15]. The catalyst class is: 109. (8) Reactant: [N:1]1([C:7]2[N:8]=[C:9]([CH2:14][C:15]([O-:17])=O)[NH:10][C:11](=[O:13])[CH:12]=2)[CH2:6][CH2:5][O:4][CH2:3][CH2:2]1.[Na+].[NH:19]1[C:27]2[C:22](=[CH:23][CH:24]=[CH:25][CH:26]=2)[CH:21]([CH2:28][N:29]([CH3:31])[CH3:30])[CH2:20]1.Cl.CN(C)CCCN=C=NCC. Product: [CH3:31][N:29]([CH2:28][CH:21]1[C:22]2[C:27](=[CH:26][CH:25]=[CH:24][CH:23]=2)[N:19]([C:15](=[O:17])[CH2:14][C:9]2[NH:10][C:11](=[O:13])[CH:12]=[C:7]([N:1]3[CH2:2][CH2:3][O:4][CH2:5][CH2:6]3)[N:8]=2)[CH2:20]1)[CH3:30]. The catalyst class is: 672.